This data is from Full USPTO retrosynthesis dataset with 1.9M reactions from patents (1976-2016). The task is: Predict the reactants needed to synthesize the given product. (1) Given the product [NH:23]1[C:22]2[CH:21]=[CH:20][CH:19]=[C:18]([CH2:17][NH:16][C:12]3[N:11]=[C:10]([NH:9][C:6]4[CH:5]=[C:4]([CH:1]5[CH2:2][CH2:3]5)[NH:8][N:7]=4)[CH:15]=[CH:14][N:13]=3)[C:26]=2[N:25]=[CH:24]1, predict the reactants needed to synthesize it. The reactants are: [CH:1]1([C:4]2[NH:8][N:7]=[C:6]([NH:9][C:10]3[CH:15]=[CH:14][N:13]=[C:12]([NH:16][CH2:17][C:18]4[C:26]5[N:25]=[CH:24][N:23](C6CCCCO6)[C:22]=5[CH:21]=[CH:20][CH:19]=4)[N:11]=3)[CH:5]=2)[CH2:3][CH2:2]1.CC1C=CC(S(O)(=O)=O)=CC=1.O. (2) Given the product [NH2:16][C:8]1[C:7]2[N:17]=[C:4]([CH2:3][O:2][N:1]=[C:23]([CH3:25])[CH3:22])[N:5]([CH2:18][CH:19]([CH3:21])[CH3:20])[C:6]=2[C:15]2[CH2:14][CH2:13][CH2:12][CH2:11][C:10]=2[N:9]=1, predict the reactants needed to synthesize it. The reactants are: [NH2:1][O:2][CH2:3][C:4]1[N:5]([CH2:18][CH:19]([CH3:21])[CH3:20])[C:6]2[C:15]3[CH2:14][CH2:13][CH2:12][CH2:11][C:10]=3[N:9]=[C:8]([NH2:16])[C:7]=2[N:17]=1.[CH3:22][C:23]([CH3:25])=O. (3) Given the product [S:67]1[C:68]2[CH:74]=[CH:73][CH:72]=[CH:71][C:69]=2[N:70]=[C:66]1[S:65][CH2:26][CH2:27][N:28]1[CH2:33][CH2:32][N:31]([CH2:34][C:35]([NH:37][C:38]2[C:39]([N:50]3[CH2:54][CH2:53][CH2:52][CH2:51]3)=[N:40][C:41]([CH3:49])=[CH:42][C:43]=2[N:44]2[CH2:48][CH2:47][CH2:46][CH2:45]2)=[O:36])[CH2:30][CH2:29]1, predict the reactants needed to synthesize it. The reactants are: OCCN1CCN(CC(NC2C(SC)=NC(C)=CC=2SC)=O)CC1.O[CH2:26][CH2:27][N:28]1[CH2:33][CH2:32][N:31]([CH2:34][C:35]([NH:37][C:38]2[C:39]([N:50]3[CH2:54][CH2:53][CH2:52][CH2:51]3)=[N:40][C:41]([CH3:49])=[CH:42][C:43]=2[N:44]2[CH2:48][CH2:47][CH2:46][CH2:45]2)=[O:36])[CH2:30][CH2:29]1.SC1NC2C=CC=CC=2N=1.[SH:65][C:66]1[S:67][C:68]2[CH:74]=[CH:73][CH:72]=[CH:71][C:69]=2[N:70]=1.